From a dataset of Forward reaction prediction with 1.9M reactions from USPTO patents (1976-2016). Predict the product of the given reaction. (1) Given the reactants C[O:2][C:3]([C:5]1[CH:6]=[C:7]2[C:11](=[CH:12][CH:13]=1)[N:10]([CH2:14][C:15](OCC)([O:35]CC)[CH2:16][O:17][C:18]1[CH:23]=[CH:22][C:21]([O:24][C:25]3[CH:30]=[CH:29][C:28]([C:31]([F:34])([F:33])[F:32])=[CH:27][CH:26]=3)=[CH:20][CH:19]=1)[CH:9]=[C:8]2[C:41](=[O:48])[CH2:42][CH2:43][C:44]([O:46]C)=[O:45])=[O:4].[OH-].[Na+].Cl.O1CCCC1, predict the reaction product. The product is: [C:44]([CH2:43][CH2:42][C:41]([C:8]1[C:7]2[C:11](=[CH:12][CH:13]=[C:5]([C:3]([OH:4])=[O:2])[CH:6]=2)[N:10]([CH2:14][C:15](=[O:35])[CH2:16][O:17][C:18]2[CH:23]=[CH:22][C:21]([O:24][C:25]3[CH:26]=[CH:27][C:28]([C:31]([F:34])([F:32])[F:33])=[CH:29][CH:30]=3)=[CH:20][CH:19]=2)[CH:9]=1)=[O:48])([OH:46])=[O:45]. (2) Given the reactants CN.O1CCCC1.Cl[C:9]1[C:18]2[C:13](=[CH:14][CH:15]=[C:16]([C:19]([O:21][CH2:22][CH3:23])=[O:20])[CH:17]=2)[CH:12]=[CH:11][N:10]=1.COC1C=CC([CH2:30][NH:31]C2C3C(=CC=C(C(O)=O)C=3)C=CN=2)=CC=1, predict the reaction product. The product is: [CH3:30][NH:31][C:9]1[C:18]2[C:13](=[CH:14][CH:15]=[C:16]([C:19]([O:21][CH2:22][CH3:23])=[O:20])[CH:17]=2)[CH:12]=[CH:11][N:10]=1. (3) Given the reactants Br[C:2]1[N:6]2[CH:7]=[CH:8][C:9]([CH3:11])=[N:10][C:5]2=[N:4][CH:3]=1.[F:12][C:13]1[CH:18]=[CH:17][C:16](B2OC(C)(C)C(C)(C)O2)=[CH:15][C:14]=1[C:28]1[C:29]([C:34]#[N:35])=[CH:30][CH:31]=[CH:32][CH:33]=1, predict the reaction product. The product is: [F:12][C:13]1[CH:18]=[CH:17][C:16]([C:2]2[N:6]3[CH:7]=[CH:8][C:9]([CH3:11])=[N:10][C:5]3=[N:4][CH:3]=2)=[CH:15][C:14]=1[C:28]1[C:29]([C:34]#[N:35])=[CH:30][CH:31]=[CH:32][CH:33]=1. (4) Given the reactants [H-].[Na+].[C:3]([Si:7]([CH3:26])([CH3:25])[O:8][C@H:9]1[CH2:13][CH2:12][C@H:11]([NH:14][C:15]2[C:20]([C:21]#[N:22])=[CH:19][N:18]=[C:17]([S:23][CH3:24])[N:16]=2)[CH2:10]1)([CH3:6])([CH3:5])[CH3:4].[CH3:27][C:28](OC(C)=O)=[O:29].O.NN, predict the reaction product. The product is: [NH2:22][C:21]1[C:20]2[CH:19]=[N:18][C:17]([S:23][CH3:24])=[N:16][C:15]=2[N:14]([C@H:11]2[CH2:12][CH2:13][C@H:9]([O:8][Si:7]([C:3]([CH3:6])([CH3:5])[CH3:4])([CH3:26])[CH3:25])[CH2:10]2)[C:28](=[O:29])[CH:27]=1. (5) Given the reactants [CH2:1]([N:8]1[CH2:13][CH2:12][C@@H:11]([CH3:14])[C@@H:10]([NH:15][C:16]2[C:21]([CH:22]=[O:23])=[CH:20][N:19]=[C:18]3[NH:24][CH:25]=[CH:26][C:17]=23)[CH2:9]1)[C:2]1[CH:7]=[CH:6][CH:5]=[CH:4][CH:3]=1.[H-].[Na+].Cl[CH2:30][O:31][CH2:32][CH2:33][Si:34]([CH3:37])([CH3:36])[CH3:35].O, predict the reaction product. The product is: [CH2:1]([N:8]1[CH2:13][CH2:12][C@@H:11]([CH3:14])[C@@H:10]([NH:15][C:16]2[C:21]([CH:22]=[O:23])=[CH:20][N:19]=[C:18]3[N:24]([CH2:30][O:31][CH2:32][CH2:33][Si:34]([CH3:37])([CH3:36])[CH3:35])[CH:25]=[CH:26][C:17]=23)[CH2:9]1)[C:2]1[CH:3]=[CH:4][CH:5]=[CH:6][CH:7]=1. (6) Given the reactants Cl[C:2]1[N:19]=[C:5]2[C:6]([C:10]3[CH:11]=[C:12]([N:16]([CH3:18])[CH3:17])[CH:13]=[CH:14][CH:15]=3)=[CH:7][CH:8]=[CH:9][N:4]2[N:3]=1.[C:20]([O:24][C:25]([N:27]1[CH2:32][CH2:31][CH:30]([C:33]2[CH:38]=[CH:37][C:36]([NH2:39])=[CH:35][CH:34]=2)[CH2:29][CH2:28]1)=[O:26])([CH3:23])([CH3:22])[CH3:21], predict the reaction product. The product is: [C:20]([O:24][C:25]([N:27]1[CH2:32][CH2:31][CH:30]([C:33]2[CH:38]=[CH:37][C:36]([NH:39][C:2]3[N:19]=[C:5]4[C:6]([C:10]5[CH:15]=[CH:14][CH:13]=[C:12]([N:16]([CH3:18])[CH3:17])[CH:11]=5)=[CH:7][CH:8]=[CH:9][N:4]4[N:3]=3)=[CH:35][CH:34]=2)[CH2:29][CH2:28]1)=[O:26])([CH3:23])([CH3:21])[CH3:22]. (7) Given the reactants [CH3:1][C:2]1([C:7]2[O:8][CH:9]=[CH:10][CH:11]=2)[O:6][CH2:5][CH2:4][O:3]1.[CH:12]([O:15][C:16]1[CH:23]=[CH:22][CH:21]=[CH:20][C:17]=1[CH:18]=[O:19])(C)C.[Cl-].[NH4+], predict the reaction product. The product is: [CH3:12][O:15][C:16]1[CH:23]=[CH:22][CH:21]=[CH:20][C:17]=1[CH:18]([OH:19])[C:9]1[O:8][C:7]([C:2]2([CH3:1])[O:3][CH2:4][CH2:5][O:6]2)=[CH:11][CH:10]=1.